This data is from Catalyst prediction with 721,799 reactions and 888 catalyst types from USPTO. The task is: Predict which catalyst facilitates the given reaction. Reactant: CCN(C(C)C)C(C)C.[NH2:10][C:11]1[N:16]=[CH:15][C:14]([C:17]2[CH:22]=[CH:21][C:20]([C:23]3[C:24]([C:29](O)=[O:30])=[CH:25][CH:26]=[CH:27][CH:28]=3)=[CH:19][C:18]=2[F:32])=[CH:13][N:12]=1.[F:33][C:34]([F:39])([F:38])[C@@H:35]([NH2:37])[CH3:36].CN(C(ON1N=NC2C=CC=NC1=2)=[N+](C)C)C.F[P-](F)(F)(F)(F)F. Product: [NH2:10][C:11]1[N:12]=[CH:13][C:14]([C:17]2[CH:22]=[CH:21][C:20]([C:23]3[C:24]([C:29]([NH:37][C@@H:35]([CH3:36])[C:34]([F:39])([F:38])[F:33])=[O:30])=[CH:25][CH:26]=[CH:27][CH:28]=3)=[CH:19][C:18]=2[F:32])=[CH:15][N:16]=1. The catalyst class is: 3.